The task is: Predict which catalyst facilitates the given reaction.. This data is from Catalyst prediction with 721,799 reactions and 888 catalyst types from USPTO. (1) Product: [NH2:16][CH2:15][C:9]1([CH2:8][OH:7])[CH2:14][CH2:13][S:12][CH2:11][CH2:10]1. Reactant: [H-].[H-].[H-].[H-].[Li+].[Al+3].[OH:7][CH2:8][C:9]1([C:15]#[N:16])[CH2:14][CH2:13][S:12][CH2:11][CH2:10]1. The catalyst class is: 1. (2) Reactant: C([N:8]1[CH2:13][CH2:12][CH2:11][C@:10]([CH3:25])([CH2:14][O:15][CH2:16][CH2:17][O:18][CH:19]2[CH2:24][CH2:23][CH2:22][CH2:21][O:20]2)[CH2:9]1)C1C=CC=CC=1.C([O-])=O.[NH4+]. Product: [CH3:25][C@:10]1([CH2:14][O:15][CH2:16][CH2:17][O:18][CH:19]2[CH2:24][CH2:23][CH2:22][CH2:21][O:20]2)[CH2:11][CH2:12][CH2:13][NH:8][CH2:9]1. The catalyst class is: 19. (3) Reactant: Br[C:2]1[S:6][C:5]([C:7]([N:9]([CH2:11][C:12]2[CH:17]=[CH:16][CH:15]=[C:14]([O:18][CH3:19])[CH:13]=2)[CH3:10])=[O:8])=[CH:4][CH:3]=1.[CH3:20][O:21][C:22]1[CH:27]=[CH:26][C:25](B(O)O)=[CH:24][CH:23]=1. Product: [CH3:19][O:18][C:14]1[CH:13]=[C:12]([CH:17]=[CH:16][CH:15]=1)[CH2:11][N:9]([CH3:10])[C:7]([C:5]1[S:6][C:2]([C:25]2[CH:26]=[CH:27][C:22]([O:21][CH3:20])=[CH:23][CH:24]=2)=[CH:3][CH:4]=1)=[O:8]. The catalyst class is: 492. (4) Reactant: [N+:1]([C:4]1[CH:11]=[CH:10][C:7]([CH:8]=O)=[CH:6][CH:5]=1)([O-:3])=[O:2].[C:12]([O-:16])(=[O:15])[CH2:13][CH3:14].[Na+].C(OC(=O)CC)(=O)CC. Product: [CH3:14][C:13](=[CH:8][C:7]1[CH:10]=[CH:11][C:4]([N+:1]([O-:3])=[O:2])=[CH:5][CH:6]=1)[C:12]([OH:16])=[O:15]. The catalyst class is: 6.